Dataset: Full USPTO retrosynthesis dataset with 1.9M reactions from patents (1976-2016). Task: Predict the reactants needed to synthesize the given product. Given the product [NH:2]=[C:1]([N:34]1[CH2:39][CH2:38][C:37](=[O:40])[CH2:36][CH2:35]1)[C:3]1[CH:4]=[C:5]([NH:9][C:10](=[O:33])[NH:11][C:12]2[CH:17]=[CH:16][C:15]([S:18]([NH:21][CH2:22][C:23]3[CH:28]=[CH:27][C:26]([S:29](=[O:32])(=[O:31])[NH2:30])=[CH:25][CH:24]=3)(=[O:20])=[O:19])=[CH:14][CH:13]=2)[CH:6]=[CH:7][CH:8]=1, predict the reactants needed to synthesize it. The reactants are: [C:1]([C:3]1[CH:4]=[C:5]([NH:9][C:10](=[O:33])[NH:11][C:12]2[CH:17]=[CH:16][C:15]([S:18]([NH:21][CH2:22][C:23]3[CH:28]=[CH:27][C:26]([S:29](=[O:32])(=[O:31])[NH2:30])=[CH:25][CH:24]=3)(=[O:20])=[O:19])=[CH:14][CH:13]=2)[CH:6]=[CH:7][CH:8]=1)#[N:2].[NH:34]1[CH2:39][CH2:38][C:37](=[O:40])[CH2:36][CH2:35]1.CCN(C(C)C)C(C)C.